From a dataset of Catalyst prediction with 721,799 reactions and 888 catalyst types from USPTO. Predict which catalyst facilitates the given reaction. Reactant: [F:1][C:2]1[C:7]([F:8])=[CH:6][C:5]([C:9]2[CH:14]=[CH:13][C:12]([O:15][CH2:16][C:17]3[CH:18]=[C:19]([CH:23]=[CH:24][CH:25]=3)[C:20](O)=[O:21])=[CH:11][CH:10]=2)=[C:4]([O:26][CH3:27])[CH:3]=1.C1(C)C=CC=CC=1.O=S(Cl)[Cl:37]. Product: [F:1][C:2]1[C:7]([F:8])=[CH:6][C:5]([C:9]2[CH:14]=[CH:13][C:12]([O:15][CH2:16][C:17]3[CH:18]=[C:19]([CH:23]=[CH:24][CH:25]=3)[C:20]([Cl:37])=[O:21])=[CH:11][CH:10]=2)=[C:4]([O:26][CH3:27])[CH:3]=1. The catalyst class is: 3.